This data is from Forward reaction prediction with 1.9M reactions from USPTO patents (1976-2016). The task is: Predict the product of the given reaction. (1) Given the reactants [Cl:1][C:2]1[C:3]2[C:10]([C:11]3[CH:16]=[CH:15][C:14]([O:17][CH2:18][CH2:19][N:20]4[CH2:25][CH2:24][N:23]([CH3:26])[CH2:22][CH2:21]4)=[C:13]([Cl:27])[C:12]=3[CH3:28])=[CH:9][S:8][C:4]=2[N:5]=[CH:6][N:7]=1.C([N-]C(C)C)(C)C.[Li+].[I:37]I, predict the reaction product. The product is: [Cl:1][C:2]1[C:3]2[C:10]([C:11]3[CH:16]=[CH:15][C:14]([O:17][CH2:18][CH2:19][N:20]4[CH2:25][CH2:24][N:23]([CH3:26])[CH2:22][CH2:21]4)=[C:13]([Cl:27])[C:12]=3[CH3:28])=[C:9]([I:37])[S:8][C:4]=2[N:5]=[CH:6][N:7]=1. (2) Given the reactants II.[Mg].Br[C:5]1[CH:10]=[C:9]([CH3:11])[CH:8]=[CH:7][C:6]=1[CH3:12].[C:13](Cl)(=[O:17])[C:14](Cl)=[O:15].C1C[O:22]CC1, predict the reaction product. The product is: [CH3:12][C:6]1[CH:7]=[CH:8][C:9]([CH3:11])=[CH:10][C:5]=1[C:13](=[O:17])[C:14]([OH:22])=[O:15]. (3) The product is: [ClH:28].[CH2:16]([C:13]1[CH:14]=[CH:15][C:10]([N:8]([CH2:7][C:6]([OH:20])=[O:5])[CH3:9])=[CH:11][CH:12]=1)[CH2:17][CH2:18][CH3:19]. Given the reactants C([O:5][C:6](=[O:20])[CH2:7][N:8]([C:10]1[CH:15]=[CH:14][C:13]([CH2:16][CH2:17][CH2:18][CH3:19])=[CH:12][CH:11]=1)[CH3:9])(C)(C)C.FC(F)(F)C(O)=O.[Cl:28]CCl, predict the reaction product. (4) Given the reactants [CH2:1]([O:3][C:4](=[O:13])[C:5]1[CH:10]=[CH:9][CH:8]=[C:7]([C:11]#[CH:12])[CH:6]=1)[CH3:2].I[C:15]1[CH:27]=[CH:26][C:18]2[O:19][CH2:20][C:21]([CH3:25])([CH3:24])[CH2:22][O:23][C:17]=2[CH:16]=1.C1COCC1.C(NC(C)C)(C)C, predict the reaction product. The product is: [CH2:1]([O:3][C:4](=[O:13])[C:5]1[CH:10]=[CH:9][CH:8]=[C:7]([C:11]#[C:12][C:15]2[CH:27]=[CH:26][C:18]3[O:19][CH2:20][C:21]([CH3:25])([CH3:24])[CH2:22][O:23][C:17]=3[CH:16]=2)[CH:6]=1)[CH3:2]. (5) Given the reactants [Br:1][C:2]1[C:10]2[N:9]=[C:8]([C:11]3[CH:16]=[CH:15][CH:14]=[CH:13][CH:12]=3)[NH:7][C:6]=2[CH:5]=[C:4]([O:17][CH3:18])[CH:3]=1.ClCCl, predict the reaction product. The product is: [Br:1][C:2]1[C:10]2[N:9]=[C:8]([C:11]3[CH:16]=[CH:15][CH:14]=[CH:13][CH:12]=3)[N:7]([C:14]3[CH:15]=[CH:16][C:11]([CH3:8])=[CH:12][CH:13]=3)[C:6]=2[CH:5]=[C:4]([O:17][CH3:18])[CH:3]=1.